Dataset: Full USPTO retrosynthesis dataset with 1.9M reactions from patents (1976-2016). Task: Predict the reactants needed to synthesize the given product. (1) Given the product [CH3:1][C:2]1[C:6]([CH2:7][N:8]2[CH:12]=[C:11]([N:13]3[C:17](=[O:18])[C:16]([CH3:20])([CH3:19])[N:15]([CH2:21][C:22]4[CH:27]=[CH:26][CH:25]=[C:24]([CH2:28][O:29][CH3:35])[CH:23]=4)[C:14]3=[O:30])[CH:10]=[N:9]2)=[C:5]([CH3:31])[O:4][N:3]=1, predict the reactants needed to synthesize it. The reactants are: [CH3:1][C:2]1[C:6]([CH2:7][N:8]2[CH:12]=[C:11]([N:13]3[C:17](=[O:18])[C:16]([CH3:20])([CH3:19])[N:15]([CH2:21][C:22]4[CH:27]=[CH:26][CH:25]=[C:24]([CH2:28][OH:29])[CH:23]=4)[C:14]3=[O:30])[CH:10]=[N:9]2)=[C:5]([CH3:31])[O:4][N:3]=1.[H-].[Na+].I[CH3:35]. (2) Given the product [Si:42]([O:26][C@@H:24]([CH3:25])[C@@H:11]([NH:10][C:4]1[CH:5]=[CH:6][C:7]([C:8]#[N:9])=[C:2]([Cl:1])[C:3]=1[CH3:27])[C:12]([NH:14][CH2:15][C:16](=[O:23])[C:17]1[CH:22]=[CH:21][CH:20]=[CH:19][CH:18]=1)=[O:13])([C:38]([CH3:41])([CH3:40])[CH3:39])([CH3:44])[CH3:43], predict the reactants needed to synthesize it. The reactants are: [Cl:1][C:2]1[C:3]([CH3:27])=[C:4]([NH:10][C@H:11]([C@@H:24]([OH:26])[CH3:25])[C:12]([NH:14][CH2:15][C:16](=[O:23])[C:17]2[CH:22]=[CH:21][CH:20]=[CH:19][CH:18]=2)=[O:13])[CH:5]=[CH:6][C:7]=1[C:8]#[N:9].CN(C=O)C.N1C=CN=C1.[C:38]([Si:42](Cl)([CH3:44])[CH3:43])([CH3:41])([CH3:40])[CH3:39].